This data is from TCR-epitope binding with 47,182 pairs between 192 epitopes and 23,139 TCRs. The task is: Binary Classification. Given a T-cell receptor sequence (or CDR3 region) and an epitope sequence, predict whether binding occurs between them. (1) The epitope is NQKLIANQF. The TCR CDR3 sequence is CSARDLPVLSGRYEQFF. Result: 0 (the TCR does not bind to the epitope). (2) The epitope is TLIGDCATV. The TCR CDR3 sequence is CASSLEGGNNEQFF. Result: 1 (the TCR binds to the epitope). (3) The TCR CDR3 sequence is CASSVAGGQVTDTQYF. The epitope is TPGPGVRYPL. Result: 1 (the TCR binds to the epitope). (4) Result: 0 (the TCR does not bind to the epitope). The TCR CDR3 sequence is CASSLNKAPSEQYF. The epitope is YLDAYNMMI. (5) The epitope is IVDTVSALV. The TCR CDR3 sequence is CASSQVDRGGTGELFF. Result: 0 (the TCR does not bind to the epitope).